From a dataset of Forward reaction prediction with 1.9M reactions from USPTO patents (1976-2016). Predict the product of the given reaction. (1) Given the reactants [O:1]1[C:5]2[CH:6]=[CH:7][CH:8]=[CH:9][C:4]=2[C:3]([CH2:10][S:11]([OH:14])(=O)=[O:12])=[N:2]1.C(#[N:17])C.P(Cl)(Cl)(Cl)=O, predict the reaction product. The product is: [CH:8]1[CH:7]=[CH:6][C:5]2[O:1][N:2]=[C:3]([CH2:10][S:11]([OH:14])(=[O:12])=[NH:17])[C:4]=2[CH:9]=1. (2) Given the reactants CC([O:4][C:5]1[CH:10]=[CH:9][C:8]([C:11]2[C:16](=O)[C:15]3[CH:18]=[CH:19][C:20]([O:22]C(C)=O)=[CH:21][C:14]=3[O:13][CH:12]=2)=[CH:7][CH:6]=1)=O.C([O-])=O.[NH4+], predict the reaction product. The product is: [CH2:16]1[C:15]2[CH:18]=[CH:19][C:20]([OH:22])=[CH:21][C:14]=2[O:13][CH2:12][CH:11]1[C:8]1[CH:9]=[CH:10][C:5]([OH:4])=[CH:6][CH:7]=1.